Dataset: Forward reaction prediction with 1.9M reactions from USPTO patents (1976-2016). Task: Predict the product of the given reaction. (1) Given the reactants [C:1]([C:6]1[CH:11]=[CH:10][CH:9]=[CH:8][N:7]=1)#[C:2][CH2:3][CH2:4][CH3:5].[N+:12]([CH:15](C(OC)=O)[C:16]([O:18][CH3:19])=[O:17])([O-])=[O:13].F[P-](F)(F)(F)(F)F.C([N+]1C=CN(C)C=1)CCC, predict the reaction product. The product is: [CH2:3]([C:2]1[C:15]([C:16]([O:18][CH3:19])=[O:17])=[N:12][O:13][C:1]=1[C:6]1[CH:11]=[CH:10][CH:9]=[CH:8][N:7]=1)[CH2:4][CH3:5]. (2) Given the reactants Br[CH2:2][C:3]1[C:8]([CH2:9][CH3:10])=[CH:7][N:6]=[CH:5][C:4]=1[CH2:11][CH3:12].[SH:13][C:14]1[N:19]=[C:18]([OH:20])[CH:17]=[C:16]([C:21](F)(F)F)[N:15]=1.C(N(CC)CC)C.CCOCC, predict the reaction product. The product is: [CH2:11]([C:4]1[CH:5]=[N:6][CH:7]=[C:8]([CH2:9][CH3:10])[C:3]=1[CH2:2][S:13][C:14]1[N:19]=[C:18]([OH:20])[CH:17]=[C:16]([CH3:21])[N:15]=1)[CH3:12].[CH2:9]([C:8]1[CH:7]=[N:6][CH:5]=[CH:4][C:3]=1[CH2:2][S:13][C:14]1[N:19]=[C:18]([OH:20])[CH:17]=[C:16]([CH3:21])[N:15]=1)[CH3:10]. (3) The product is: [Br:8][C:9]1[CH:10]=[CH:11][C:12]([CH2:13][C:14]2[CH:15]=[N:16][C:17]3[N:18]([N:20]=[CH:21][C:22]=3[C:23]([NH:25][CH2:26][CH2:27][NH:28][CH:3]=[O:4])=[O:24])[CH:19]=2)=[CH:29][CH:30]=1. Given the reactants FC(F)(F)[C:3]([O-])=[O:4].[Br:8][C:9]1[CH:30]=[CH:29][C:12]([CH2:13][C:14]2[CH:15]=[N:16][C:17]3[N:18]([N:20]=[CH:21][C:22]=3[C:23]([NH:25][CH2:26][CH2:27][NH3+:28])=[O:24])[CH:19]=2)=[CH:11][CH:10]=1.C(O)=O.CN(C(ON1N=NC2C=CC=CC1=2)=[N+](C)C)C.[B-](F)(F)(F)F.C(N(CC)CC)C, predict the reaction product. (4) The product is: [CH3:1][CH:2]([CH3:30])[C:3]([NH:5][C:6]1[CH:11]=[CH:10][CH:9]=[C:8]([CH:12]2[CH2:17][CH2:16][N:15]([CH2:18][CH2:19][CH2:20][C:21]3[C:37]4[C:36](=[CH:35][CH:34]=[C:33]([CH3:32])[CH:38]=4)[NH:39][C:22]=3[C:23]3[CH:28]=[CH:27][CH:26]=[CH:25][CH:24]=3)[CH2:14][CH2:13]2)[CH:7]=1)=[O:4]. Given the reactants [CH3:1][CH:2]([CH3:30])[C:3]([NH:5][C:6]1[CH:11]=[CH:10][CH:9]=[C:8]([CH:12]2[CH2:17][CH2:16][N:15]([CH2:18][CH2:19][CH2:20][CH2:21][C:22](=O)[C:23]3[CH:28]=[CH:27][CH:26]=[CH:25][CH:24]=3)[CH2:14][CH2:13]2)[CH:7]=1)=[O:4].Cl.[CH3:32][C:33]1[CH:38]=[CH:37][C:36]([NH:39]N)=[CH:35][CH:34]=1, predict the reaction product. (5) Given the reactants [C:1]([O:5][C:6](=[O:35])[NH:7][C:8]1([C:12]2[CH:17]=[CH:16][C:15]([C:18]3[C:19]([C:29]4[CH:34]=[CH:33][CH:32]=[CH:31][CH:30]=4)=[CH:20][C:21]4[NH:26][C:25](=S)[CH2:24][O:23][C:22]=4[N:28]=3)=[CH:14][CH:13]=2)[CH2:11][CH2:10][CH2:9]1)([CH3:4])([CH3:3])[CH3:2].[NH:36]([C:38]([O:40][CH2:41][CH3:42])=[O:39])[NH2:37], predict the reaction product. The product is: [C:1]([O:5][C:6]([NH:7][C:8]1([C:12]2[CH:17]=[CH:16][C:15]([C:18]3[C:19]([C:29]4[CH:34]=[CH:33][CH:32]=[CH:31][CH:30]=4)=[CH:20][C:21]4[NH:26][C:25](=[N:37][NH:36][C:38]([O:40][CH2:41][CH3:42])=[O:39])[CH2:24][O:23][C:22]=4[N:28]=3)=[CH:14][CH:13]=2)[CH2:11][CH2:10][CH2:9]1)=[O:35])([CH3:4])([CH3:3])[CH3:2]. (6) Given the reactants [F:1][C:2]([F:9])([F:8])[CH2:3][CH2:4][C:5](O)=[O:6].CN(C(ON1N=NC2C=CC=NC1=2)=[N+](C)C)C.F[P-](F)(F)(F)(F)F.C(N(C(C)C)CC)(C)C.[C:43]1([CH3:59])[CH:48]=[CH:47][C:46]([C:49]2[O:50][C:51]3[CH:57]=[CH:56][C:55]([NH2:58])=[CH:54][C:52]=3[N:53]=2)=[CH:45][CH:44]=1, predict the reaction product. The product is: [F:1][C:2]([F:9])([F:8])[CH2:3][CH2:4][C:5]([NH:58][C:55]1[CH:56]=[CH:57][C:51]2[O:50][C:49]([C:46]3[CH:47]=[CH:48][C:43]([CH3:59])=[CH:44][CH:45]=3)=[N:53][C:52]=2[CH:54]=1)=[O:6]. (7) Given the reactants [C:1](/[CH:3]=[C:4](\[O-])/[C:5]([O:7][CH2:8][CH3:9])=[O:6])#[N:2].[Na+].[C:12]([O:16][C:17](=[O:31])[NH:18][C@H:19]([C:23]1[CH:28]=[C:27]([NH:29][NH2:30])[CH:26]=[CH:25][N:24]=1)[CH2:20][CH:21]=[CH2:22])([CH3:15])([CH3:14])[CH3:13].C(O)(C(F)(F)F)=O, predict the reaction product. The product is: [NH2:2][C:1]1[N:29]([C:27]2[CH:26]=[CH:25][N:24]=[C:23]([C@@H:19]([NH:18][C:17]([O:16][C:12]([CH3:15])([CH3:14])[CH3:13])=[O:31])[CH2:20][CH:21]=[CH2:22])[CH:28]=2)[N:30]=[C:4]([C:5]([O:7][CH2:8][CH3:9])=[O:6])[CH:3]=1. (8) Given the reactants [Cl:1][C:2]1[CH:7]=[CH:6][CH:5]=[C:4]([Cl:8])[C:3]=1[C:9]1[C:10]([OH:15])=[CH:11][CH:12]=[CH:13][CH:14]=1.C(=O)([O-])[O-].[K+].[K+].C(Br)C=C.[CH2:26]([O:29]CC=C)[CH:27]=[CH2:28].C(C1C(C(F)(F)F)=CC=C(Cl)C=1O)C=C.C(C1C=CC=C(C2C(Cl)=CC=CC=2Cl)C=1O)C=C.ClC1C=C(C=CC=1)C(OO)=O.ClC1C2OC(CO)CC=2C(C(F)(F)F)=CC=1, predict the reaction product. The product is: [Cl:1][C:2]1[CH:7]=[CH:6][CH:5]=[C:4]([Cl:8])[C:3]=1[C:9]1[C:10]2[O:15][CH:27]([CH2:26][OH:29])[CH2:28][C:11]=2[CH:12]=[CH:13][CH:14]=1.